This data is from Full USPTO retrosynthesis dataset with 1.9M reactions from patents (1976-2016). The task is: Predict the reactants needed to synthesize the given product. (1) Given the product [NH2:11][CH:8]1[C:4]2[CH:5]=[N:6][CH:7]=[C:2]([C:19]3[CH:18]=[C:17]4[C:22](=[CH:21][CH:20]=3)[N:13]([CH3:12])[C:14](=[O:32])[CH2:15][CH2:16]4)[C:3]=2[CH2:10][CH2:9]1, predict the reactants needed to synthesize it. The reactants are: Br[C:2]1[C:3]2[CH2:10][CH2:9][CH:8]([NH2:11])[C:4]=2[CH:5]=[N:6][CH:7]=1.[CH3:12][N:13]1[C:22]2[C:17](=[CH:18][C:19](B3OC(C)(C)C(C)(C)O3)=[CH:20][CH:21]=2)[CH2:16][CH2:15][C:14]1=[O:32].C([O-])([O-])=O.[Na+].[Na+].[Na+].[Cl-]. (2) Given the product [CH3:13][O:14][C:15](=[O:38])[CH:16]([C:17]1[C:25]2[C:20](=[N:21][CH:22]=[CH:23][CH:24]=2)[N:19]([S:26]([C:29]2[CH:34]=[CH:33][C:32]([Cl:35])=[C:31]([Cl:36])[CH:30]=2)(=[O:27])=[O:28])[C:18]=1[CH3:37])[CH3:1], predict the reactants needed to synthesize it. The reactants are: [CH:1](NC(C)C)(C)C.[Li]CCCC.[CH3:13][O:14][C:15](=[O:38])[CH2:16][C:17]1[C:25]2[C:20](=[N:21][CH:22]=[CH:23][CH:24]=2)[N:19]([S:26]([C:29]2[CH:34]=[CH:33][C:32]([Cl:35])=[C:31]([Cl:36])[CH:30]=2)(=[O:28])=[O:27])[C:18]=1[CH3:37].CI.